Dataset: Peptide-MHC class II binding affinity with 134,281 pairs from IEDB. Task: Regression. Given a peptide amino acid sequence and an MHC pseudo amino acid sequence, predict their binding affinity value. This is MHC class II binding data. (1) The peptide sequence is LPPIVAKEIVASCDKC. The MHC is HLA-DQA10401-DQB10402 with pseudo-sequence HLA-DQA10401-DQB10402. The binding affinity (normalized) is 0.207. (2) The peptide sequence is PANDKFTVFEAAFNN. The MHC is HLA-DPA10103-DPB10201 with pseudo-sequence HLA-DPA10103-DPB10201. The binding affinity (normalized) is 0.590. (3) The peptide sequence is LSSKFNKFVSPKSVS. The MHC is DRB1_0401 with pseudo-sequence DRB1_0401. The binding affinity (normalized) is 0.812. (4) The peptide sequence is KPVSKMRMATPLLMQALP. The binding affinity (normalized) is 0.459. The MHC is HLA-DQA10101-DQB10501 with pseudo-sequence HLA-DQA10101-DQB10501. (5) The peptide sequence is MASSSSVLLVVALFA. The MHC is DRB1_1101 with pseudo-sequence DRB1_1101. The binding affinity (normalized) is 0. (6) The peptide sequence is GRLLRGHDQSAYDG. The MHC is DRB1_1101 with pseudo-sequence DRB1_1101. The binding affinity (normalized) is 0.192. (7) The peptide sequence is EKDIEIIPIQEEEY. The binding affinity (normalized) is 0.440. The MHC is HLA-DQA10101-DQB10501 with pseudo-sequence HLA-DQA10101-DQB10501. (8) The peptide sequence is EKKYFAATFFEPLAA. The MHC is HLA-DPA10103-DPB10401 with pseudo-sequence HLA-DPA10103-DPB10401. The binding affinity (normalized) is 1.00. (9) The binding affinity (normalized) is 0.730. The MHC is DRB1_0405 with pseudo-sequence DRB1_0405. The peptide sequence is GWPYIGSRSQIIGRS.